This data is from Peptide-MHC class I binding affinity with 185,985 pairs from IEDB/IMGT. The task is: Regression. Given a peptide amino acid sequence and an MHC pseudo amino acid sequence, predict their binding affinity value. This is MHC class I binding data. (1) The peptide sequence is DMKKKMEDSV. The MHC is HLA-A02:03 with pseudo-sequence HLA-A02:03. The binding affinity (normalized) is 0.0242. (2) The peptide sequence is PVETLFGSYI. The MHC is HLA-A68:02 with pseudo-sequence HLA-A68:02. The binding affinity (normalized) is 0.180. (3) The peptide sequence is FMYSTVATI. The MHC is HLA-A02:01 with pseudo-sequence HLA-A02:01. The binding affinity (normalized) is 0.575. (4) The peptide sequence is YIFFASFYY. The MHC is HLA-A02:02 with pseudo-sequence HLA-A02:02. The binding affinity (normalized) is 0.352.